The task is: Regression. Given two drug SMILES strings and cell line genomic features, predict the synergy score measuring deviation from expected non-interaction effect.. This data is from NCI-60 drug combinations with 297,098 pairs across 59 cell lines. (1) Drug 1: CCN(CC)CCNC(=O)C1=C(NC(=C1C)C=C2C3=C(C=CC(=C3)F)NC2=O)C. Drug 2: C1=CC=C(C(=C1)C(C2=CC=C(C=C2)Cl)C(Cl)Cl)Cl. Cell line: OVCAR-4. Synergy scores: CSS=-0.560, Synergy_ZIP=1.40, Synergy_Bliss=0.774, Synergy_Loewe=-2.44, Synergy_HSA=-2.36. (2) Cell line: MDA-MB-435. Drug 1: CCC(=C(C1=CC=CC=C1)C2=CC=C(C=C2)OCCN(C)C)C3=CC=CC=C3.C(C(=O)O)C(CC(=O)O)(C(=O)O)O. Synergy scores: CSS=1.11, Synergy_ZIP=1.50, Synergy_Bliss=1.47, Synergy_Loewe=-1.48, Synergy_HSA=-1.73. Drug 2: CC(C)(C#N)C1=CC(=CC(=C1)CN2C=NC=N2)C(C)(C)C#N. (3) Drug 1: C(CC(=O)O)C(=O)CN.Cl. Drug 2: B(C(CC(C)C)NC(=O)C(CC1=CC=CC=C1)NC(=O)C2=NC=CN=C2)(O)O. Cell line: SK-MEL-5. Synergy scores: CSS=53.2, Synergy_ZIP=-3.57, Synergy_Bliss=0.855, Synergy_Loewe=-2.94, Synergy_HSA=-0.102. (4) Drug 1: CN(C)C1=NC(=NC(=N1)N(C)C)N(C)C. Drug 2: C(CCl)NC(=O)N(CCCl)N=O. Cell line: OVCAR3. Synergy scores: CSS=2.69, Synergy_ZIP=-0.515, Synergy_Bliss=-0.0718, Synergy_Loewe=-4.76, Synergy_HSA=-2.68. (5) Drug 1: COC1=C2C(=CC3=C1OC=C3)C=CC(=O)O2. Drug 2: CC1C(C(CC(O1)OC2CC(CC3=C2C(=C4C(=C3O)C(=O)C5=CC=CC=C5C4=O)O)(C(=O)C)O)N)O. Cell line: UACC-257. Synergy scores: CSS=48.4, Synergy_ZIP=-1.33, Synergy_Bliss=-0.0865, Synergy_Loewe=-9.83, Synergy_HSA=2.70. (6) Drug 1: CC12CCC(CC1=CCC3C2CCC4(C3CC=C4C5=CN=CC=C5)C)O. Drug 2: C(CC(=O)O)C(=O)CN.Cl. Cell line: U251. Synergy scores: CSS=9.38, Synergy_ZIP=-3.06, Synergy_Bliss=-0.0558, Synergy_Loewe=-1.83, Synergy_HSA=0.582.